Dataset: Cav3 T-type calcium channel HTS with 100,875 compounds. Task: Binary Classification. Given a drug SMILES string, predict its activity (active/inactive) in a high-throughput screening assay against a specified biological target. (1) The molecule is O=C(NCc1occc1)C(NC(=O)c1c(NC(=O)c2ccc(OC)cc2)cccc1)C(CC)C. The result is 0 (inactive). (2) The molecule is O=C1N(c2cc3c(cc(N4CCC(CC4)C)nc3cc2)C)C(=O)CC1. The result is 0 (inactive). (3) The drug is O(c1cc(Nc2nc(cc(c2C#N)C)C)ccc1)C. The result is 0 (inactive). (4) The drug is S(=O)(=O)(N1CCC(CC1)C(=O)Nc1c(F)cc(F)cc1)C. The result is 0 (inactive). (5) The molecule is O(C(C)(C)C)C(=O)C(NC(=O)c1[nH]cnc1C(=O)Nc1ccc(cc1)C)C. The result is 0 (inactive).